Dataset: Forward reaction prediction with 1.9M reactions from USPTO patents (1976-2016). Task: Predict the product of the given reaction. (1) Given the reactants [Si:1]([O:8][C@H:9]1[CH2:18][C:17]([CH3:20])([CH3:19])[CH2:16][C:15]2[N:14]=[C:13]([CH:21]([CH3:23])[CH3:22])[C:12]([C@@H:24]([C:26]3[CH:31]=[CH:30][C:29]([C:32]([CH3:35])([CH3:34])[CH3:33])=[CH:28][CH:27]=3)[OH:25])=[C:11](I)[C:10]1=2)([C:4]([CH3:7])([CH3:6])[CH3:5])([CH3:3])[CH3:2].[O:37]1[CH2:42][CH:41]=[C:40](B2OC(C)(C)C(C)(C)O2)[CH2:39][CH2:38]1, predict the reaction product. The product is: [Si:1]([O:8][C@H:9]1[CH2:18][C:17]([CH3:20])([CH3:19])[CH2:16][C:15]2[N:14]=[C:13]([CH:21]([CH3:23])[CH3:22])[C:12]([C@@H:24]([C:26]3[CH:31]=[CH:30][C:29]([C:32]([CH3:35])([CH3:34])[CH3:33])=[CH:28][CH:27]=3)[OH:25])=[C:11]([C:40]3[CH2:41][CH2:42][O:37][CH2:38][CH:39]=3)[C:10]1=2)([C:4]([CH3:7])([CH3:6])[CH3:5])([CH3:3])[CH3:2]. (2) Given the reactants Cl[C:2]1[C:3]2[C:10]([I:11])=[CH:9][N:8]([C@H:12]3[CH2:17][CH2:16][C@H:15]([N:18]4[CH2:23][CH2:22][N:21]([CH3:24])[CH2:20][CH2:19]4)[CH2:14][CH2:13]3)[C:4]=2[N:5]=[CH:6][N:7]=1.[OH-].[NH4+:26], predict the reaction product. The product is: [I:11][C:10]1[C:3]2[C:2]([NH2:26])=[N:7][CH:6]=[N:5][C:4]=2[N:8]([C@H:12]2[CH2:17][CH2:16][C@H:15]([N:18]3[CH2:23][CH2:22][N:21]([CH3:24])[CH2:20][CH2:19]3)[CH2:14][CH2:13]2)[CH:9]=1. (3) Given the reactants [F:1][C:2]1[CH:7]=[CH:6][C:5]([C:8]2[CH:9]=[N:10][NH:11][C:12](=O)[CH:13]=2)=[CH:4][C:3]=1[C:15]1[N:22]=[CH:21][CH:20]=[CH:19][C:16]=1[C:17]#[N:18].P(Cl)(Cl)([Cl:25])=O, predict the reaction product. The product is: [Cl:25][C:12]1[N:11]=[N:10][CH:9]=[C:8]([C:5]2[CH:6]=[CH:7][C:2]([F:1])=[C:3]([C:15]3[N:22]=[CH:21][CH:20]=[CH:19][C:16]=3[C:17]#[N:18])[CH:4]=2)[CH:13]=1. (4) Given the reactants [Br:1][C:2]1[CH:7]=[CH:6][C:5]([NH2:8])=[C:4]([N+:9]([O-:11])=[O:10])[CH:3]=1.[C:12](O[C:12]([O:14][C:15]([CH3:18])([CH3:17])[CH3:16])=[O:13])([O:14][C:15]([CH3:18])([CH3:17])[CH3:16])=[O:13].N, predict the reaction product. The product is: [C:15]([O:14][C:12](=[O:13])[NH:8][C:5]1[CH:6]=[CH:7][C:2]([Br:1])=[CH:3][C:4]=1[N+:9]([O-:11])=[O:10])([CH3:18])([CH3:17])[CH3:16]. (5) Given the reactants [Cl:1][C:2]1[C:7]([O:8][CH3:9])=[CH:6][C:5]([O:10][CH3:11])=[C:4]([Cl:12])[C:3]=1[C:13]1[C:24](=[O:25])[N:23]([CH2:26][CH2:27][N:28]2[CH2:33][CH2:32][CH2:31][C@@H:30]([NH:34][C:35](=[O:41])[O:36][C:37]([CH3:40])([CH3:39])[CH3:38])[CH2:29]2)[C:16]2[N:17]=[C:18](SC)[N:19]=[CH:20][C:15]=2[CH:14]=1.C1C(=O)[N:46](Cl)[C:44](=O)C1.C([O-])([O-])=O.[K+].[K+].C([O-])(O)=O.[Na+], predict the reaction product. The product is: [Cl:1][C:2]1[C:7]([O:8][CH3:9])=[CH:6][C:5]([O:10][CH3:11])=[C:4]([Cl:12])[C:3]=1[C:13]1[C:24](=[O:25])[N:23]([CH2:26][CH2:27][N:28]2[CH2:33][CH2:32][CH2:31][C@@H:30]([NH:34][C:35](=[O:41])[O:36][C:37]([CH3:40])([CH3:39])[CH3:38])[CH2:29]2)[C:16]2[N:17]=[C:18]([NH:46][CH3:44])[N:19]=[CH:20][C:15]=2[CH:14]=1. (6) Given the reactants [C:1]([O:5][C:6]([NH:8][CH:9]1[CH2:12][N:11]([C:13]2[N:22]=[C:21]3[C:16]([C:17](=[O:32])[C:18]([C:27]([O:29]CC)=[O:28])=[CH:19][N:20]3[CH2:23][CH2:24][C:25]#[N:26])=[CH:15][C:14]=2[F:33])[CH2:10]1)=[O:7])([CH3:4])([CH3:3])[CH3:2].[Li+].[OH-], predict the reaction product. The product is: [C:1]([O:5][C:6]([NH:8][CH:9]1[CH2:12][N:11]([C:13]2[N:22]=[C:21]3[C:16]([C:17](=[O:32])[C:18]([C:27]([OH:29])=[O:28])=[CH:19][N:20]3[CH2:23][CH2:24][C:25]#[N:26])=[CH:15][C:14]=2[F:33])[CH2:10]1)=[O:7])([CH3:4])([CH3:2])[CH3:3]. (7) Given the reactants C[CH:2]1[C:7]2[CH:8]=[C:9]3C(C)(C)C(C)C(C)(C)[C:10]3=[CH:11][C:6]=2[CH2:5][O:4][CH2:3]1, predict the reaction product. The product is: [O:4]1[C:3]2[CH:2]=[CH:7][CH:8]=[CH:9][C:10]=2[CH:11]=[CH:6][CH2:5]1.